This data is from Forward reaction prediction with 1.9M reactions from USPTO patents (1976-2016). The task is: Predict the product of the given reaction. Given the reactants [C:1]([O:5][C:6]([NH:8][CH:9]([C:19]1[CH:24]=[CH:23][CH:22]=[CH:21][CH:20]=1)[C:10]([O:12][C@@H:13]1[CH2:17][CH2:16][N:15]([CH3:18])[CH2:14]1)=[O:11])=[O:7])([CH3:4])([CH3:3])[CH3:2].[Br:25][CH2:26][C:27]([C:29]1[S:30][CH:31]=[CH:32][CH:33]=1)=[O:28], predict the reaction product. The product is: [Br-:25].[C:1]([O:5][C:6]([NH:8][CH:9]([C:19]1[CH:20]=[CH:21][CH:22]=[CH:23][CH:24]=1)[C:10]([O:12][C@@H:13]1[CH2:17][CH2:16][N+:15]([CH3:18])([CH2:26][C:27](=[O:28])[C:29]2[S:30][CH:31]=[CH:32][CH:33]=2)[CH2:14]1)=[O:11])=[O:7])([CH3:4])([CH3:2])[CH3:3].